This data is from Full USPTO retrosynthesis dataset with 1.9M reactions from patents (1976-2016). The task is: Predict the reactants needed to synthesize the given product. (1) Given the product [C:25](=[O:37])([O:33][CH:34]([N:20]1[C:19]2[CH:21]=[CH:22][CH:23]=[CH:24][C:18]=2[N:17]=[C:16]1[S:15][CH2:14][C:3]1[C:2]([CH3:1])=[C:7]([O:8][CH2:9][C:10]([F:12])([F:11])[F:13])[CH:6]=[CH:5][N:4]=1)[CH3:35])[O:26][CH2:27][CH2:28][NH:29][C:30](=[O:32])[CH3:31], predict the reactants needed to synthesize it. The reactants are: [CH3:1][C:2]1[C:3]([CH2:14][S:15][C:16]2[NH:20][C:19]3[CH:21]=[CH:22][CH:23]=[CH:24][C:18]=3[N:17]=2)=[N:4][CH:5]=[CH:6][C:7]=1[O:8][CH2:9][C:10]([F:13])([F:12])[F:11].[C:25](=[O:37])([O:33][CH:34](I)[CH3:35])[O:26][CH2:27][CH2:28][NH:29][C:30](=[O:32])[CH3:31].C(=O)([O-])O.[Na+].C(#N)C. (2) Given the product [CH2:21]([C:20]1[N:19]=[C:18]([C:23]([NH2:25])=[O:24])[C:17]([NH:26][C:27]2[CH:32]=[CH:31][C:30]([N:33]3[CH2:38][CH2:37][CH:36]([N:39]4[CH2:44][CH2:43][N:42]([CH3:45])[CH2:41][CH2:40]4)[CH2:35][CH2:34]3)=[C:29]([CH3:46])[CH:28]=2)=[N:16][C:15]=1[NH:14][CH:11]1[CH2:10][CH2:9][NH:8][CH2:13][CH2:12]1)[CH3:22], predict the reactants needed to synthesize it. The reactants are: C([N:8]1[CH2:13][CH2:12][CH:11]([NH:14][C:15]2[N:16]=[C:17]([NH:26][C:27]3[CH:32]=[CH:31][C:30]([N:33]4[CH2:38][CH2:37][CH:36]([N:39]5[CH2:44][CH2:43][N:42]([CH3:45])[CH2:41][CH2:40]5)[CH2:35][CH2:34]4)=[C:29]([CH3:46])[CH:28]=3)[C:18]([C:23]([NH2:25])=[O:24])=[N:19][C:20]=2[CH2:21][CH3:22])[CH2:10][CH2:9]1)C1C=CC=CC=1.C(O)C. (3) Given the product [CH2:18]([O:17][N:16]=[CH:13][CH:12]1[CH2:25][CH2:14][CH2:15][N:11]1[C:9](=[O:10])[C@@H:8]([NH2:7])[CH:26]1[CH2:27][CH2:28][CH2:29][CH2:30][CH2:31]1)[C:19]1[CH:20]=[CH:21][CH:22]=[CH:23][CH:24]=1, predict the reactants needed to synthesize it. The reactants are: C(OC(=O)[NH:7][C@@H:8]([CH:26]1[CH2:31][CH2:30][CH2:29][CH2:28][CH2:27]1)[C:9]([N:11]1[CH2:15][CH2:14][C:13](=[N:16][O:17][CH2:18][C:19]2[CH:24]=[CH:23][CH:22]=[CH:21][CH:20]=2)[CH:12]1[CH3:25])=[O:10])(C)(C)C.C(O)(C(F)(F)F)=O. (4) Given the product [NH2:1][C:2]1[N:7]=[C:6]([N:8]2[C@H:13]([CH3:14])[CH2:12][CH2:11][C@H:10]([C:15]([NH:68][CH2:67][C:64]3[CH:65]=[CH:66][C:61]([CH3:60])=[CH:62][CH:63]=3)=[O:16])[CH2:9]2)[CH:5]=[C:4]([C:18]2[CH:23]=[CH:22][C:21]([C:24]#[N:25])=[C:20]([F:26])[CH:19]=2)[N:3]=1, predict the reactants needed to synthesize it. The reactants are: [NH2:1][C:2]1[N:7]=[C:6]([N:8]2[C@H:13]([CH3:14])[CH2:12][CH2:11][C@H:10]([C:15](O)=[O:16])[CH2:9]2)[CH:5]=[C:4]([C:18]2[CH:23]=[CH:22][C:21]([C:24]#[N:25])=[C:20]([F:26])[CH:19]=2)[N:3]=1.CN(C(ON1N=NC2C=CC=NC1=2)=[N+](C)C)C.F[P-](F)(F)(F)(F)F.CCN(C(C)C)C(C)C.[CH3:60][C:61]1[CH:66]=[CH:65][C:64]([CH2:67][NH2:68])=[CH:63][CH:62]=1. (5) Given the product [F:19][C:14]1[CH:15]=[CH:16][CH:17]=[CH:18][C:13]=1[CH:12]1[C:4]([C:5]([O:7][CH2:8][CH2:9][O:10][CH3:11])=[O:6])=[C:1]([CH3:2])[NH:20][C:21]([CH3:29])=[C:22]1[C:23]([O:25][CH:26]([CH3:28])[CH3:27])=[O:24], predict the reactants needed to synthesize it. The reactants are: [C:1]([C:4](=[CH:12][C:13]1[CH:18]=[CH:17][CH:16]=[CH:15][C:14]=1[F:19])[C:5]([O:7][CH2:8][CH2:9][O:10][CH3:11])=[O:6])(=O)[CH3:2].[NH2:20][C:21]([CH3:29])=[CH:22][C:23]([O:25][CH:26]([CH3:28])[CH3:27])=[O:24].C1(C)C=CC=CC=1.C(OCC)(=O)C. (6) Given the product [OH:19][CH2:18][C:17]([N:13]1[CH2:12][CH2:11][N:10]([C:7]2[CH:8]=[N:9][C:4]([N+:1]([O-:3])=[O:2])=[CH:5][CH:6]=2)[CH2:15][CH2:14]1)=[O:16], predict the reactants needed to synthesize it. The reactants are: [N+:1]([C:4]1[N:9]=[CH:8][C:7]([N:10]2[CH2:15][CH2:14][NH:13][CH2:12][CH2:11]2)=[CH:6][CH:5]=1)([O-:3])=[O:2].[OH:16][CH2:17][C:18](O)=[O:19].C(N(CC)C(C)C)(C)C.F[P-](F)(F)(F)(F)F.N1(O[P+](N2CCCC2)(N2CCCC2)N2CCCC2)C2C=CC=CC=2N=N1.